From a dataset of Reaction yield outcomes from USPTO patents with 853,638 reactions. Predict the reaction yield, written as a fraction of the theoretical maximum amount of product (1.0 means a 100% yield; for example, 0.34 means a 34% yield). (1) The catalyst is C(#N)C.C1CCC(P(C2CCCCC2)C2CCCCC2)CC1.C1CCC(P(C2CCCCC2)C2CCCCC2)CC1.Cl[Pd]Cl. The yield is 0.630. The reactants are Cl[C:2]1[CH:11]=[CH:10][C:5]([C:6]([O:8]C)=[O:7])=[C:4]([N+:12]([O-:14])=[O:13])[CH:3]=1.[C:15]1(B(O)O)[CH:20]=[CH:19][CH:18]=[CH:17][CH:16]=1.C(=O)([O-])[O-].[Na+].[Na+].Cl. The product is [N+:12]([C:4]1[CH:3]=[C:2]([C:15]2[CH:20]=[CH:19][CH:18]=[CH:17][CH:16]=2)[CH:11]=[CH:10][C:5]=1[C:6]([OH:8])=[O:7])([O-:14])=[O:13]. (2) The reactants are [CH3:1]C([O-])(C)C.[K+].[CH2:7]([CH:9]1[CH2:13][C:12](=O)[CH2:11][CH:10]1[C:15]([O:17][CH2:18][CH3:19])=[O:16])[CH3:8]. The catalyst is [Br-].C[P+](C1C=CC=CC=1)(C1C=CC=CC=1)C1C=CC=CC=1.C1COCC1. The product is [CH2:7]([CH:9]1[CH2:13][C:12](=[CH2:1])[CH2:11][CH:10]1[C:15]([O:17][CH2:18][CH3:19])=[O:16])[CH3:8]. The yield is 0.640. (3) The reactants are [CH3:1][O:2][C:3]1[CH:12]=[CH:11][C:10]2[NH:9][C:8](=[O:13])[C:7]3[S:14][CH:15]=[CH:16][C:6]=3[C:5]=2[C:4]=1[C:17]1[CH:26]=[C:25]2[C:20]([CH2:21][CH2:22][N:23](C(OC(C)(C)C)=O)[CH2:24]2)=[CH:19][CH:18]=1.C(O)(C(F)(F)F)=O. No catalyst specified. The product is [CH3:1][O:2][C:3]1[CH:12]=[CH:11][C:10]2[NH:9][C:8](=[O:13])[C:7]3[S:14][CH:15]=[CH:16][C:6]=3[C:5]=2[C:4]=1[C:17]1[CH:26]=[C:25]2[C:20]([CH2:21][CH2:22][NH:23][CH2:24]2)=[CH:19][CH:18]=1. The yield is 0.200. (4) The reactants are [NH2:1][C:2]1[CH:10]=[C:9]2[C:5]([CH2:6][N:7]([CH3:12])[C:8]2=[O:11])=[CH:4][CH:3]=1.Cl[C:14]1[N:19]=[C:18]([NH:20][C@@H:21]2[CH2:26][CH2:25][CH2:24][N:23]([C:27](=[O:30])[CH:28]=[CH2:29])[CH2:22]2)[C:17]([F:31])=[CH:16][N:15]=1.CN(C1C(C2C(P(C3CCCCC3)C3CCCCC3)=CC=CC=2)=CC=CC=1)C.C([O-])([O-])=O.[Cs+].[Cs+]. The catalyst is C(O)(CC)(C)C.C1C=CC(/C=C/C(/C=C/C2C=CC=CC=2)=O)=CC=1.C1C=CC(/C=C/C(/C=C/C2C=CC=CC=2)=O)=CC=1.[Pd]. The product is [C:27]([N:23]1[CH2:24][CH2:25][CH2:26][C@@H:21]([NH:20][C:18]2[C:17]([F:31])=[CH:16][N:15]=[C:14]([NH:1][C:2]3[CH:10]=[C:9]4[C:5]([CH2:6][N:7]([CH3:12])[C:8]4=[O:11])=[CH:4][CH:3]=3)[N:19]=2)[CH2:22]1)(=[O:30])[CH:28]=[CH2:29]. The yield is 0.520.